From a dataset of Full USPTO retrosynthesis dataset with 1.9M reactions from patents (1976-2016). Predict the reactants needed to synthesize the given product. (1) The reactants are: [F:1][C:2]1[CH:3]=[C:4]([NH:8][CH:9]([C:13]2[CH:18]=[CH:17][CH:16]=[CH:15][CH:14]=2)[C:10]([OH:12])=O)[CH:5]=[CH:6][CH:7]=1.CN(C(ON1N=NC2C=CC=NC1=2)=[N+](C)C)C.F[P-](F)(F)(F)(F)F.CCN(C(C)C)C(C)C.[ClH:52].[F:53][C:54]1([F:61])[CH2:59][CH2:58][CH2:57][CH:56]([NH2:60])[CH2:55]1. Given the product [Cl:52][C:14]1[CH:15]=[CH:16][CH:17]=[CH:18][C:13]=1[CH:9]([NH:8][C:4]1[CH:5]=[CH:6][CH:7]=[C:2]([F:1])[CH:3]=1)[C:10]([NH:60][CH:56]1[CH2:57][CH2:58][CH2:59][C:54]([F:61])([F:53])[CH2:55]1)=[O:12], predict the reactants needed to synthesize it. (2) Given the product [C:11]([C:9]1[C:8]([OH:15])=[C:4]([C:3]([CH3:16])=[C:2]([Cl:1])[CH:10]=1)[C:5]([NH:26][C:25]1[CH:27]=[CH:28][C:22]([S:19]([C:18]([F:30])([F:17])[F:29])(=[O:21])=[O:20])=[CH:23][CH:24]=1)=[O:7])([CH3:14])([CH3:13])[CH3:12], predict the reactants needed to synthesize it. The reactants are: [Cl:1][C:2]1[C:3]([CH3:16])=[C:4]([C:8]([OH:15])=[C:9]([C:11]([CH3:14])([CH3:13])[CH3:12])[CH:10]=1)[C:5]([OH:7])=O.[F:17][C:18]([F:30])([F:29])[S:19]([C:22]1[CH:28]=[CH:27][C:25]([NH2:26])=[CH:24][CH:23]=1)(=[O:21])=[O:20]. (3) Given the product [C:1]([O:5][C:6]([N:8]1[CH2:13][CH2:12][CH:11]([O:14][C:16]2[CH:25]=[CH:24][CH:23]=[C:18]([C:19]([O:21][CH3:22])=[O:20])[CH:17]=2)[CH2:10][CH2:9]1)=[O:7])([CH3:4])([CH3:2])[CH3:3], predict the reactants needed to synthesize it. The reactants are: [C:1]([O:5][C:6]([N:8]1[CH2:13][CH2:12][CH:11]([OH:14])[CH2:10][CH2:9]1)=[O:7])([CH3:4])([CH3:3])[CH3:2].O[C:16]1[CH:17]=[C:18]([CH:23]=[CH:24][CH:25]=1)[C:19]([O:21][CH3:22])=[O:20].C1(P(C2C=CC=CC=2)C2C=CC=CC=2)C=CC=CC=1.N(C(OC(C)(C)C)=O)=NC(OC(C)(C)C)=O. (4) Given the product [CH3:10][CH:5]([CH3:11])[CH2:6][C:7]#[C:8][C:12]([C:15]1[N:16]=[C:17]([C:21]([O:23][CH3:24])=[O:22])[CH:18]=[CH:19][CH:20]=1)=[O:14], predict the reactants needed to synthesize it. The reactants are: S(Cl)(Cl)=O.[C:5]1([CH3:11])[CH:10]=C[CH:8]=[CH:7][CH:6]=1.[C:12]([C:15]1[CH:20]=[CH:19][CH:18]=[C:17]([C:21]([O:23][CH3:24])=[O:22])[N:16]=1)([OH:14])=O.CC(C)(C)CC#C. (5) Given the product [Cl:1][C:2]1[CH:28]=[CH:27][C:5]([CH2:6][N:7]2[C:15]3[C:10](=[CH:11][C:12]([CH:16]=[C:17]4[S:21][C:20]([N:33]5[CH2:39][CH:38]([OH:40])[CH2:37][NH:36][CH2:35][CH2:34]5)=[N:19][C:18]4=[O:26])=[CH:13][CH:14]=3)[CH:9]=[N:8]2)=[C:4]([C:29]([F:32])([F:31])[F:30])[CH:3]=1, predict the reactants needed to synthesize it. The reactants are: [Cl:1][C:2]1[CH:28]=[CH:27][C:5]([CH2:6][N:7]2[C:15]3[C:10](=[CH:11][C:12]([CH:16]=[C:17]4[S:21][C:20](SCCC)=[N:19][C:18]4=[O:26])=[CH:13][CH:14]=3)[CH:9]=[N:8]2)=[C:4]([C:29]([F:32])([F:31])[F:30])[CH:3]=1.[NH:33]1[CH2:39][CH:38]([OH:40])[CH2:37][NH:36][CH2:35][CH2:34]1. (6) Given the product [Cl:1][C:2]1[CH:7]=[CH:6][C:5]([CH:8]([C:13]2[C:15]3[C:16](=[CH:17][CH:18]=[CH:19][CH:20]=3)[N:32]([CH2:29][CH2:30][CH3:31])[N:33]=2)[CH2:9][CH2:10][C:11]#[N:12])=[C:4]([F:22])[CH:3]=1, predict the reactants needed to synthesize it. The reactants are: [Cl:1][C:2]1[CH:7]=[CH:6][C:5]([CH:8]([C:13]([C:15]2[CH:20]=[CH:19][CH:18]=[CH:17][C:16]=2F)=O)[CH2:9][CH2:10][C:11]#[N:12])=[C:4]([F:22])[CH:3]=1.C(O)(=O)C(O)=O.[CH2:29]([NH:32][NH2:33])[CH2:30][CH3:31]. (7) Given the product [Br:1][C:2]1[CH:3]=[C:4]2[C:21]([CH:8]([C:10]3[CH:19]=[CH:18][C:17]4[C:12](=[CH:13][CH:14]=[CH:15][CH:16]=4)[CH:11]=3)[CH2:7][N:6]([CH3:20])[CH2:5]2)=[CH:22][CH:23]=1, predict the reactants needed to synthesize it. The reactants are: [Br:1][C:2]1[CH:3]=[C:4]([CH:21]=[CH:22][CH:23]=1)[CH2:5][N:6]([CH3:20])[CH2:7][CH:8]([C:10]1[CH:19]=[CH:18][C:17]2[C:12](=[CH:13][CH:14]=[CH:15][CH:16]=2)[CH:11]=1)O.S(=O)(=O)(O)O. (8) Given the product [CH3:29][C:28](=[CH2:27])[CH2:30][N:1]1[C:5]2[CH:6]=[CH:7][CH:8]=[CH:9][C:4]=2[N:3]=[C:2]1[CH2:10][O:11][C:12]1[CH:17]=[CH:16][CH:15]=[C:14]([O:18][CH3:19])[CH:13]=1, predict the reactants needed to synthesize it. The reactants are: [N:1]1[C:5]2[CH:6]=[CH:7][CH:8]=[CH:9][C:4]=2[NH:3][C:2]=1[CH2:10][O:11][C:12]1[CH:17]=[CH:16][CH:15]=[C:14]([O:18][CH3:19])[CH:13]=1.C([O-])([O-])=O.[K+].[K+].Br[CH2:27][C:28]([CH3:30])=[CH2:29]. (9) Given the product [C:1]([O:5][C:6](=[O:29])[NH:7][C:8]([CH3:28])([CH3:27])[CH2:9][C:10]1[C:18]2[C:13](=[C:14]([CH:19]=[CH:36][C:35]3[CH:38]=[CH:39][C:32]([C:30]#[N:31])=[CH:33][CH:34]=3)[CH:15]=[CH:16][CH:17]=2)[NH:12][CH:11]=1)([CH3:4])([CH3:3])[CH3:2], predict the reactants needed to synthesize it. The reactants are: [C:1]([O:5][C:6](=[O:29])[NH:7][C:8]([CH3:28])([CH3:27])[CH2:9][C:10]1[C:18]2[C:13](=[C:14]([CH2:19]S(C(F)(F)F)(=O)=O)[CH:15]=[CH:16][CH:17]=2)[NH:12][CH:11]=1)([CH3:4])([CH3:3])[CH3:2].[C:30]([C:32]1[CH:39]=[CH:38][C:35]([CH:36]=C)=[CH:34][CH:33]=1)#[N:31]. (10) Given the product [CH3:19][C:14]1[CH:13]=[C:12]([C:6]2[CH:5]=[CH:4][C:3]3[C:8](=[CH:9][CH:10]=[CH:11][C:2]=3[CH2:20][CH:21]([CH3:23])[CH3:22])[N:7]=2)[CH:17]=[C:16]([CH3:18])[CH:15]=1, predict the reactants needed to synthesize it. The reactants are: Cl[C:2]1[CH:11]=[CH:10][CH:9]=[C:8]2[C:3]=1[CH:4]=[CH:5][C:6]([C:12]1[CH:17]=[C:16]([CH3:18])[CH:15]=[C:14]([CH3:19])[CH:13]=1)=[N:7]2.[CH2:20](B(O)O)[CH:21]([CH3:23])[CH3:22].C1(P(C2CCCCC2)C2C=CC=CC=2C2C(OC)=CC=CC=2OC)CCCCC1.O.P([O-])([O-])([O-])=O.[K+].[K+].[K+].